From a dataset of NCI-60 drug combinations with 297,098 pairs across 59 cell lines. Regression. Given two drug SMILES strings and cell line genomic features, predict the synergy score measuring deviation from expected non-interaction effect. (1) Drug 1: CC1=C(C(=O)C2=C(C1=O)N3CC4C(C3(C2COC(=O)N)OC)N4)N. Drug 2: CCC1(C2=C(COC1=O)C(=O)N3CC4=CC5=C(C=CC(=C5CN(C)C)O)N=C4C3=C2)O.Cl. Cell line: A549. Synergy scores: CSS=4.83, Synergy_ZIP=-7.51, Synergy_Bliss=-12.7, Synergy_Loewe=-12.6, Synergy_HSA=-12.2. (2) Drug 1: CCCS(=O)(=O)NC1=C(C(=C(C=C1)F)C(=O)C2=CNC3=C2C=C(C=N3)C4=CC=C(C=C4)Cl)F. Drug 2: C1CCN(CC1)CCOC2=CC=C(C=C2)C(=O)C3=C(SC4=C3C=CC(=C4)O)C5=CC=C(C=C5)O. Cell line: KM12. Synergy scores: CSS=-4.36, Synergy_ZIP=4.79, Synergy_Bliss=5.88, Synergy_Loewe=1.27, Synergy_HSA=-0.431. (3) Drug 1: CC1CCC2CC(C(=CC=CC=CC(CC(C(=O)C(C(C(=CC(C(=O)CC(OC(=O)C3CCCCN3C(=O)C(=O)C1(O2)O)C(C)CC4CCC(C(C4)OC)OCCO)C)C)O)OC)C)C)C)OC. Drug 2: CC12CCC3C(C1CCC2O)C(CC4=C3C=CC(=C4)O)CCCCCCCCCS(=O)CCCC(C(F)(F)F)(F)F. Cell line: NCI-H322M. Synergy scores: CSS=6.88, Synergy_ZIP=-0.448, Synergy_Bliss=4.18, Synergy_Loewe=0.265, Synergy_HSA=2.25. (4) Drug 1: CCCCCOC(=O)NC1=NC(=O)N(C=C1F)C2C(C(C(O2)C)O)O. Drug 2: CS(=O)(=O)OCCCCOS(=O)(=O)C. Cell line: T-47D. Synergy scores: CSS=9.78, Synergy_ZIP=-0.700, Synergy_Bliss=4.53, Synergy_Loewe=6.85, Synergy_HSA=3.69. (5) Drug 1: C1CCC(C1)C(CC#N)N2C=C(C=N2)C3=C4C=CNC4=NC=N3. Drug 2: CS(=O)(=O)C1=CC(=C(C=C1)C(=O)NC2=CC(=C(C=C2)Cl)C3=CC=CC=N3)Cl. Cell line: HS 578T. Synergy scores: CSS=4.56, Synergy_ZIP=4.94, Synergy_Bliss=11.1, Synergy_Loewe=1.38, Synergy_HSA=2.75. (6) Drug 2: C1=NNC2=C1C(=O)NC=N2. Cell line: SF-539. Synergy scores: CSS=2.28, Synergy_ZIP=-1.38, Synergy_Bliss=-3.81, Synergy_Loewe=-2.49, Synergy_HSA=-3.37. Drug 1: CCC(=C(C1=CC=CC=C1)C2=CC=C(C=C2)OCCN(C)C)C3=CC=CC=C3.C(C(=O)O)C(CC(=O)O)(C(=O)O)O.